Regression. Given two drug SMILES strings and cell line genomic features, predict the synergy score measuring deviation from expected non-interaction effect. From a dataset of NCI-60 drug combinations with 297,098 pairs across 59 cell lines. (1) Drug 1: CC(CN1CC(=O)NC(=O)C1)N2CC(=O)NC(=O)C2. Drug 2: CCC1(C2=C(COC1=O)C(=O)N3CC4=CC5=C(C=CC(=C5CN(C)C)O)N=C4C3=C2)O.Cl. Cell line: HS 578T. Synergy scores: CSS=7.65, Synergy_ZIP=-4.79, Synergy_Bliss=-2.04, Synergy_Loewe=-5.55, Synergy_HSA=-2.31. (2) Drug 1: CC12CCC(CC1=CCC3C2CCC4(C3CC=C4C5=CN=CC=C5)C)O. Drug 2: CC1CCC2CC(C(=CC=CC=CC(CC(C(=O)C(C(C(=CC(C(=O)CC(OC(=O)C3CCCCN3C(=O)C(=O)C1(O2)O)C(C)CC4CCC(C(C4)OC)O)C)C)O)OC)C)C)C)OC. Cell line: MDA-MB-231. Synergy scores: CSS=28.6, Synergy_ZIP=4.30, Synergy_Bliss=6.14, Synergy_Loewe=-6.30, Synergy_HSA=8.42. (3) Drug 1: C(=O)(N)NO. Drug 2: COC1=NC(=NC2=C1N=CN2C3C(C(C(O3)CO)O)O)N. Cell line: EKVX. Synergy scores: CSS=-0.682, Synergy_ZIP=1.50, Synergy_Bliss=2.91, Synergy_Loewe=1.07, Synergy_HSA=0.0111. (4) Drug 1: CC1C(C(=O)NC(C(=O)N2CCCC2C(=O)N(CC(=O)N(C(C(=O)O1)C(C)C)C)C)C(C)C)NC(=O)C3=C4C(=C(C=C3)C)OC5=C(C(=O)C(=C(C5=N4)C(=O)NC6C(OC(=O)C(N(C(=O)CN(C(=O)C7CCCN7C(=O)C(NC6=O)C(C)C)C)C)C(C)C)C)N)C. Drug 2: CN1C2=C(C=C(C=C2)N(CCCl)CCCl)N=C1CCCC(=O)O.Cl. Cell line: NCI-H460. Synergy scores: CSS=18.5, Synergy_ZIP=-0.639, Synergy_Bliss=-2.73, Synergy_Loewe=-38.4, Synergy_HSA=-1.42. (5) Drug 1: CC1OCC2C(O1)C(C(C(O2)OC3C4COC(=O)C4C(C5=CC6=C(C=C35)OCO6)C7=CC(=C(C(=C7)OC)O)OC)O)O. Drug 2: CC1C(C(CC(O1)OC2CC(CC3=C2C(=C4C(=C3O)C(=O)C5=C(C4=O)C(=CC=C5)OC)O)(C(=O)C)O)N)O.Cl. Synergy scores: CSS=33.8, Synergy_ZIP=1.52, Synergy_Bliss=7.10, Synergy_Loewe=7.02, Synergy_HSA=7.98. Cell line: SK-MEL-28.